The task is: Predict which catalyst facilitates the given reaction.. This data is from Catalyst prediction with 721,799 reactions and 888 catalyst types from USPTO. (1) Reactant: [F:1][C:2]1[CH:9]=[CH:8][C:5]([CH:6]=O)=[CH:4][CH:3]=1.[NH:10]1[CH2:15][CH2:14][CH2:13][CH2:12][CH2:11]1.CC(O)=O. Product: [F:1][C:2]1[CH:9]=[CH:8][C:5]([CH2:6][N:10]2[CH2:15][CH2:14][CH2:13][CH2:12][CH2:11]2)=[CH:4][CH:3]=1. The catalyst class is: 26. (2) Reactant: C(OC([N:8]1[CH2:13][CH2:12][N:11]([C:14]2[CH:19]=[CH:18][C:17]([C:20](=[O:36])[CH2:21][CH2:22][C:23]3[CH:28]=[CH:27][C:26]([NH:29][C:30](=[O:35])[C:31]([F:34])([F:33])[F:32])=[CH:25][CH:24]=3)=[CH:16][CH:15]=2)[CH2:10][CH2:9]1)=O)(C)(C)C. Product: [F:33][C:31]([F:32])([F:34])[C:30]([NH:29][C:26]1[CH:25]=[CH:24][C:23]([CH2:22][CH2:21][C:20](=[O:36])[C:17]2[CH:18]=[CH:19][C:14]([N:11]3[CH2:12][CH2:13][NH:8][CH2:9][CH2:10]3)=[CH:15][CH:16]=2)=[CH:28][CH:27]=1)=[O:35]. The catalyst class is: 281. (3) Reactant: [C:1]([C:5]1[CH:6]=[C:7]([C:15]2[S:16][C:17]([CH2:20][CH2:21][C:22]3[CH:27]=[CH:26][C:25]([N+:28]([O-])=O)=[CH:24][CH:23]=3)=[N:18][N:19]=2)[CH:8]=[C:9]([C:11]([CH3:14])([CH3:13])[CH3:12])[CH:10]=1)([CH3:4])([CH3:3])[CH3:2].O.C(=O)([O-])O. Product: [C:11]([C:9]1[CH:8]=[C:7]([C:15]2[S:16][C:17]([CH2:20][CH2:21][C:22]3[CH:23]=[CH:24][C:25]([NH2:28])=[CH:26][CH:27]=3)=[N:18][N:19]=2)[CH:6]=[C:5]([C:1]([CH3:4])([CH3:3])[CH3:2])[CH:10]=1)([CH3:12])([CH3:13])[CH3:14]. The catalyst class is: 13. (4) Product: [F:1][C:2]1[CH:3]=[CH:4][C:5]([CH2:11][NH:12][C:13]([C:15]2[C:31]([OH:32])=[C:18]3[C:19](=[O:30])[N:20]([CH3:29])[CH2:21][C@H:22]([C:23]4[CH:28]=[CH:27][CH:26]=[CH:25][CH:24]=4)[N:17]3[N:16]=2)=[O:14])=[C:6]([C:7]([NH:37][CH3:36])=[O:8])[CH:10]=1. Reactant: [F:1][C:2]1[CH:3]=[CH:4][C:5]([CH2:11][NH:12][C:13]([C:15]2[C:31]([OH:32])=[C:18]3[C:19](=[O:30])[N:20]([CH3:29])[CH2:21][C@H:22]([C:23]4[CH:28]=[CH:27][CH:26]=[CH:25][CH:24]=4)[N:17]3[N:16]=2)=[O:14])=[C:6]([CH:10]=1)[C:7](O)=[O:8].C1C=[N:37][C:36]2N(O)N=NC=2C=1.C(Cl)CCl.CN.C1COCC1.C(N(CC)CC)C. The catalyst class is: 3. (5) The catalyst class is: 1. Product: [CH3:31][O:32][C:33]1[CH:34]=[C:35]([NH:41][C:42]([NH:1][C:2]2[CH:3]=[CH:4][C:5]([O:12][CH:13]([C:24]3[CH:25]=[CH:26][C:27]([F:30])=[CH:28][CH:29]=3)[C:14]3[CH:19]=[CH:18][C:17]([C:20]([F:21])([F:22])[F:23])=[CH:16][CH:15]=3)=[C:6]([CH:11]=2)[C:7]([O:9][CH3:10])=[O:8])=[O:43])[CH:36]=[CH:37][C:38]=1[O:39][CH3:40]. Reactant: [NH2:1][C:2]1[CH:3]=[CH:4][C:5]([O:12][CH:13]([C:24]2[CH:29]=[CH:28][C:27]([F:30])=[CH:26][CH:25]=2)[C:14]2[CH:19]=[CH:18][C:17]([C:20]([F:23])([F:22])[F:21])=[CH:16][CH:15]=2)=[C:6]([CH:11]=1)[C:7]([O:9][CH3:10])=[O:8].[CH3:31][O:32][C:33]1[CH:34]=[C:35]([N:41]=[C:42]=[O:43])[CH:36]=[CH:37][C:38]=1[O:39][CH3:40].